Dataset: Reaction yield outcomes from USPTO patents with 853,638 reactions. Task: Predict the reaction yield, written as a fraction of the theoretical maximum amount of product (1.0 means a 100% yield; for example, 0.34 means a 34% yield). The reactants are [Br:1][C:2]1[CH:3]=[CH:4][C:5]([O:8][C:9]2[CH:10]=[C:11]([CH:21]=[CH:22][CH:23]=2)[CH2:12]P(=O)(OCC)OCC)=[N:6][CH:7]=1.[H-].[Na+].[C:26]([O:30][C:31]([N:33]1[CH2:38][CH2:37][C:36](=O)[CH2:35][CH2:34]1)=[O:32])([CH3:29])([CH3:28])[CH3:27].O. The catalyst is C1COCC1.O1CCOCCOCCOCCOCC1. The product is [Br:1][C:2]1[CH:3]=[CH:4][C:5]([O:8][C:9]2[CH:10]=[C:11]([CH:21]=[CH:22][CH:23]=2)[CH:12]=[C:36]2[CH2:37][CH2:38][N:33]([C:31]([O:30][C:26]([CH3:29])([CH3:28])[CH3:27])=[O:32])[CH2:34][CH2:35]2)=[N:6][CH:7]=1. The yield is 0.620.